This data is from Reaction yield outcomes from USPTO patents with 853,638 reactions. The task is: Predict the reaction yield, written as a fraction of the theoretical maximum amount of product (1.0 means a 100% yield; for example, 0.34 means a 34% yield). The reactants are O[C:2]1([C:12]#[N:13])[CH2:7][C:6]([CH3:9])([CH3:8])[CH2:5][CH2:4][C:3]1([CH3:11])[CH3:10].S(Cl)(Cl)=O.Cl. The catalyst is N1C=CC=CC=1. The product is [CH3:8][C:6]1([CH3:9])[CH2:5][CH2:4][C:3]([CH3:10])([CH3:11])[C:2]([C:12]#[N:13])=[CH:7]1. The yield is 0.300.